From a dataset of Full USPTO retrosynthesis dataset with 1.9M reactions from patents (1976-2016). Predict the reactants needed to synthesize the given product. (1) Given the product [CH:5]12[O:8][CH:1]([CH2:7][CH2:6]1)[CH2:2][N:3]([C:9]1[C:10]([CH2:11][OH:12])=[CH:14][CH:15]=[CH:16][N:17]=1)[CH2:4]2, predict the reactants needed to synthesize it. The reactants are: [CH:1]12[O:8][CH:5]([CH2:6][CH2:7]1)[CH2:4][N:3]([C:9]1[N:17]=[CH:16][CH:15]=[CH:14][C:10]=1[C:11]([O-])=[O:12])[CH2:2]2.[H-].[Al+3].[Li+].[H-].[H-].[H-].O.[OH-].[Na+]. (2) The reactants are: [NH2:1][C:2]1[CH:3]=[CH:4][C:5]([CH2:9][C:10]2[CH:15]=[CH:14][C:13]([CH2:16][CH3:17])=[CH:12][CH:11]=2)=[C:6]([OH:8])[CH:7]=1.[CH2:18]([O:25][C:26](ON1C(=O)CCC1=O)=[O:27])[C:19]1[CH:24]=[CH:23][CH:22]=[CH:21][CH:20]=1. Given the product [CH2:16]([C:13]1[CH:12]=[CH:11][C:10]([CH2:9][C:5]2[CH:4]=[CH:3][C:2]([NH:1][C:26](=[O:27])[O:25][CH2:18][C:19]3[CH:24]=[CH:23][CH:22]=[CH:21][CH:20]=3)=[CH:7][C:6]=2[OH:8])=[CH:15][CH:14]=1)[CH3:17], predict the reactants needed to synthesize it. (3) The reactants are: [Cl:1][C:2]1[CH:3]=[C:4]([CH:24]=[CH:25][CH:26]=1)[CH2:5][N:6]1[C:10]2[CH:11]=[CH:12][C:13]3[N:14]([C:15]([CH3:18])=[N:16][N:17]=3)[C:9]=2[CH:8]=[C:7]1[C:19]1[NH:23][N:22]=[CH:21][CH:20]=1.[C:27]([CH:29]=[C:30]1[CH2:33][N:32](C(OC(C)(C)C)=O)[CH2:31]1)#[N:28].N12CCCN=C1CCCCC2.Cl.O1CCOCC1.N. Given the product [Cl:1][C:2]1[CH:3]=[C:4]([CH:24]=[CH:25][CH:26]=1)[CH2:5][N:6]1[C:10]2[CH:11]=[CH:12][C:13]3[N:14]([C:15]([CH3:18])=[N:16][N:17]=3)[C:9]=2[CH:8]=[C:7]1[C:19]1[CH:20]=[CH:21][N:22]([C:30]2([CH2:29][C:27]#[N:28])[CH2:33][NH:32][CH2:31]2)[N:23]=1, predict the reactants needed to synthesize it. (4) Given the product [Cl:26][C:23]1[CH:24]=[C:25]2[C:20](=[CH:21][C:22]=1[O:27][CH3:28])[N:19]=[C:18]([CH3:29])[C:17]([CH3:30])=[C:16]2[N:8]1[C:6]2[C:5](=[CH:4][CH:3]=[C:2]([C:31]#[N:32])[CH:7]=2)[C:10]2([CH2:15][CH2:14][O:13][CH2:12][CH2:11]2)[CH2:9]1, predict the reactants needed to synthesize it. The reactants are: Br[C:2]1[CH:7]=[C:6]2[N:8]([C:16]3[C:25]4[C:20](=[CH:21][C:22]([O:27][CH3:28])=[C:23]([Cl:26])[CH:24]=4)[N:19]=[C:18]([CH3:29])[C:17]=3[CH3:30])[CH2:9][C:10]3([CH2:15][CH2:14][O:13][CH2:12][CH2:11]3)[C:5]2=[CH:4][CH:3]=1.[C:31]([Cu])#[N:32]. (5) Given the product [Cl:10][C:3]1[CH:4]=[C:5]([NH2:6])[CH:7]=[C:8]([Cl:9])[C:2]=1[C:15]1[CH:16]=[CH:17][C:12]([Cl:11])=[CH:13][CH:14]=1, predict the reactants needed to synthesize it. The reactants are: Br[C:2]1[C:8]([Cl:9])=[CH:7][C:5]([NH2:6])=[CH:4][C:3]=1[Cl:10].[Cl:11][C:12]1[CH:17]=[CH:16][C:15](B(O)O)=[CH:14][CH:13]=1.BrC1C=CC(N)=CC=1Cl.FC(F)(F)C1C=CC(B(O)O)=CC=1. (6) Given the product [CH2:53]([N:29]([C:2]1[CH:7]=[C:6]([CH3:8])[N:5]=[C:4]([O:9][C:10]2[C:15]([CH3:16])=[CH:14][C:13]([CH3:17])=[CH:12][C:11]=2[CH3:18])[C:3]=1[CH3:19])[CH2:28][CH3:27])[C:62]1[CH:57]=[CH:58][CH:59]=[CH:60][CH:61]=1, predict the reactants needed to synthesize it. The reactants are: Br[C:2]1[CH:7]=[C:6]([CH3:8])[N:5]=[C:4]([O:9][C:10]2[C:15]([CH3:16])=[CH:14][C:13]([CH3:17])=[CH:12][C:11]=2[CH3:18])[C:3]=1[CH3:19].C([CH2:27][CH2:28][NH2:29])C1C=CC=CC=1.C1C=CC(P([C:58]2[CH:59]=[CH:60][C:61]3[C:62](=[CH:53]C=CC=3)[C:57]=2[C:53]2[C:62]3[C:57](=[CH:58][CH:59]=[CH:60][CH:61]=3)C=CC=2P(C2C=CC=CC=2)C2C=CC=CC=2)C2C=CC=CC=2)=CC=1.CC(C)([O-])C.[K+].